Dataset: Forward reaction prediction with 1.9M reactions from USPTO patents (1976-2016). Task: Predict the product of the given reaction. (1) Given the reactants Cl[CH2:2][CH2:3][CH2:4][CH2:5][CH2:6][CH2:7][CH2:8][CH2:9][CH2:10][C:11]#[C:12][Si:13]([CH2:22][C:23](=[CH2:25])[CH3:24])([CH2:18][C:19](=[CH2:21])[CH3:20])[CH2:14][C:15](=[CH2:17])[CH3:16].[N-:26]=[N+:27]=[N-:28].[Na+], predict the reaction product. The product is: [N:26]([CH2:2][CH2:3][CH2:4][CH2:5][CH2:6][CH2:7][CH2:8][CH2:9][CH2:10][CH2:11][CH2:12][Si:13]([CH2:22][C:23](=[CH2:25])[CH3:24])([CH2:18][C:19](=[CH2:21])[CH3:20])[CH2:14][C:15](=[CH2:17])[CH3:16])=[N+:27]=[N-:28]. (2) Given the reactants [C:1]1(=[N:13]O)[CH2:12][CH2:11][CH2:10][CH2:9][CH2:8][CH2:7][CH2:6][CH2:5][CH2:4][CH2:3][CH2:2]1.[OH2:15], predict the reaction product. The product is: [C:1]1(=[O:15])[NH:13][CH2:2][CH2:3][CH2:4][CH2:5][CH2:6][CH2:7][CH2:8][CH2:9][CH2:10][CH2:11][CH2:12]1. (3) Given the reactants C(P(=O)(OCC)OCC)#N.[F:11][C:12]1[CH:13]=[C:14]([C@@H:19]2[NH:23][C@H:22](/[CH:24]=[CH:25]/[C:26]([O:28][CH3:29])=[O:27])[CH2:21][CH2:20]2)[CH:15]=[CH:16][C:17]=1[F:18].[C:30](O)(=[O:34])[CH2:31][CH:32]=[CH2:33].Cl, predict the reaction product. The product is: [C:30]([N:23]1[C@H:19]([C:14]2[CH:15]=[CH:16][C:17]([F:18])=[C:12]([F:11])[CH:13]=2)[CH2:20][CH2:21][C@@H:22]1/[CH:24]=[CH:25]/[C:26]([O:28][CH3:29])=[O:27])(=[O:34])[CH2:31][CH:32]=[CH2:33]. (4) Given the reactants [F:1][C:2]1[CH:3]=[CH:4][C:5]2[N:9]3[C:10](=[O:25])[NH:11][CH:12]([CH2:13][C:14]4[CH:19]=[CH:18][C:17]([C:20]([F:23])([F:22])[F:21])=[CH:16][C:15]=4[F:24])[C:8]3=[N:7][C:6]=2[CH:26]=1.FC1C=CC2N=C3C(CC4C=CC(C(F)(F)F)=CC=4F)NC(=O)N3C=2C=1.[NH2:53][C@H:54]1[CH2:59][CH2:58][C@H:57]([OH:60])[CH2:56][CH2:55]1, predict the reaction product. The product is: [F:1][C:2]1[CH:3]=[CH:4][C:5]2[NH:9][C:8]([CH:12]([NH:11][C:10]([NH:53][C@H:54]3[CH2:59][CH2:58][C@H:57]([OH:60])[CH2:56][CH2:55]3)=[O:25])[CH2:13][C:14]3[CH:19]=[CH:18][C:17]([C:20]([F:23])([F:22])[F:21])=[CH:16][C:15]=3[F:24])=[N:7][C:6]=2[CH:26]=1. (5) Given the reactants [CH3:1][C:2]1[CH:3]=[C:4]([CH2:8][C:9](=[S:11])[NH2:10])[CH:5]=[CH:6][CH:7]=1.Cl[CH:13]([C:19]([CH3:21])=O)[C:14]([O:16][CH2:17][CH3:18])=[O:15], predict the reaction product. The product is: [CH3:21][C:19]1[N:10]=[C:9]([CH2:8][C:4]2[CH:5]=[CH:6][CH:7]=[C:2]([CH3:1])[CH:3]=2)[S:11][C:13]=1[C:14]([O:16][CH2:17][CH3:18])=[O:15]. (6) Given the reactants Cl[C:2]1[CH:7]=[C:6]([O:8][CH2:9][C:10]2[CH:15]=[CH:14][CH:13]=[CH:12][N:11]=2)[N:5]=[C:4]2[CH2:16][CH2:17][CH2:18][C:3]=12.[N:19]1[CH:24]=[CH:23][CH:22]=[C:21](B(O)O)[CH:20]=1.C(Cl)Cl.C(=O)([O-])[O-].[K+].[K+], predict the reaction product. The product is: [N:19]1[CH:24]=[CH:23][CH:22]=[C:21]([C:2]2[CH:7]=[C:6]([O:8][CH2:9][C:10]3[CH:15]=[CH:14][CH:13]=[CH:12][N:11]=3)[N:5]=[C:4]3[CH2:16][CH2:17][CH2:18][C:3]=23)[CH:20]=1.